This data is from Peptide-MHC class I binding affinity with 185,985 pairs from IEDB/IMGT. The task is: Regression. Given a peptide amino acid sequence and an MHC pseudo amino acid sequence, predict their binding affinity value. This is MHC class I binding data. (1) The peptide sequence is QYLAGLSTL. The MHC is Patr-A0901 with pseudo-sequence Patr-A0901. The binding affinity (normalized) is 0.564. (2) The peptide sequence is GQFDSMLAK. The MHC is HLA-B15:17 with pseudo-sequence HLA-B15:17. The binding affinity (normalized) is 0.0847. (3) The peptide sequence is VTAACSHAGK. The MHC is HLA-A33:01 with pseudo-sequence HLA-A33:01. The binding affinity (normalized) is 0.00328. (4) The peptide sequence is LLKTRFRGL. The MHC is BoLA-HD6 with pseudo-sequence BoLA-HD6. The binding affinity (normalized) is 0.368. (5) The peptide sequence is LVAPHMAMM. The MHC is HLA-A03:01 with pseudo-sequence HLA-A03:01. The binding affinity (normalized) is 0.0847. (6) The peptide sequence is TERVRELAV. The MHC is HLA-A01:01 with pseudo-sequence HLA-A01:01. The binding affinity (normalized) is 0.128. (7) The peptide sequence is KINPLLDEPL. The MHC is HLA-A02:01 with pseudo-sequence HLA-A02:01. The binding affinity (normalized) is 0.326. (8) The peptide sequence is RRLTARGL. The MHC is HLA-B27:05 with pseudo-sequence HLA-B27:05. The binding affinity (normalized) is 0.758. (9) The peptide sequence is TVKNVDIIDL. The MHC is HLA-A02:03 with pseudo-sequence HLA-A02:03. The binding affinity (normalized) is 0.166.